Dataset: Full USPTO retrosynthesis dataset with 1.9M reactions from patents (1976-2016). Task: Predict the reactants needed to synthesize the given product. (1) Given the product [F:12][C:13]([F:24])([F:23])[C:14]([C:7]1[C:6]2[C:10](=[CH:11][C:3]([S:2][CH3:1])=[CH:4][CH:5]=2)[NH:9][CH:8]=1)=[O:15], predict the reactants needed to synthesize it. The reactants are: [CH3:1][S:2][C:3]1[CH:11]=[C:10]2[C:6]([CH:7]=[CH:8][NH:9]2)=[CH:5][CH:4]=1.[F:12][C:13]([F:24])([F:23])[C:14](O[C:14](=[O:15])[C:13]([F:24])([F:23])[F:12])=[O:15].O. (2) The reactants are: N(C(OCC)=O)=NC(OCC)=O.[Cl:13][C:14]1[CH:15]=[C:16]([C:34]2[CH:39]=[CH:38][CH:37]=[CH:36][CH:35]=2)[CH:17]=[CH:18][C:19]=1[CH2:20][N:21]1[C:25]2[CH:26]=[C:27]([CH2:31][OH:32])[CH:28]=[C:29]([CH3:30])[C:24]=2[N:23]=[C:22]1[CH3:33].[C:40]([O:49][CH3:50])(=[O:48])[C:41]1[C:42](=[CH:44][CH:45]=[CH:46][CH:47]=1)O. Given the product [Cl:13][C:14]1[CH:15]=[C:16]([C:34]2[CH:39]=[CH:38][CH:37]=[CH:36][CH:35]=2)[CH:17]=[CH:18][C:19]=1[CH2:20][N:21]1[C:25]2[CH:26]=[C:27]([CH2:31][O:32][C:47]3[CH:46]=[CH:45][CH:44]=[CH:42][C:41]=3[C:40]([O:49][CH3:50])=[O:48])[CH:28]=[C:29]([CH3:30])[C:24]=2[N:23]=[C:22]1[CH3:33], predict the reactants needed to synthesize it. (3) Given the product [Cl:40][C:35]1[CH:36]=[C:37]2[C:32](=[CH:33][CH:34]=1)[CH:31]=[C:30]([S:27]([CH2:26][C@@H:25]([OH:41])[C:24]([N:21]1[CH2:20][CH2:19][CH:18]([N:16]3[CH2:17][C:13]4=[CH:12][N:11]=[C:10]([CH2:9][OH:8])[N:14]4[C:15]3=[O:43])[CH2:23][CH2:22]1)=[O:42])(=[O:29])=[O:28])[CH:39]=[CH:38]2, predict the reactants needed to synthesize it. The reactants are: [Si]([O:8][CH2:9][C:10]1[N:14]2[C:15](=[O:43])[N:16]([CH:18]3[CH2:23][CH2:22][N:21]([C:24](=[O:42])[C@H:25]([OH:41])[CH2:26][S:27]([C:30]4[CH:39]=[CH:38][C:37]5[C:32](=[CH:33][CH:34]=[C:35]([Cl:40])[CH:36]=5)[CH:31]=4)(=[O:29])=[O:28])[CH2:20][CH2:19]3)[CH2:17][C:13]2=[CH:12][N:11]=1)(C(C)(C)C)(C)C.C(O)(=O)C.[F-].C([N+](CCCC)(CCCC)CCCC)CCC.C(OCC)(=O)C. (4) The reactants are: [N+:1]([C:4]1[CH:5]=[C:6]2[C:10](=[CH:11][CH:12]=1)[NH:9][N:8]=[CH:7]2)([O-:3])=[O:2].[Br:13]Br. Given the product [Br:13][C:7]1[C:6]2[C:10](=[CH:11][CH:12]=[C:4]([N+:1]([O-:3])=[O:2])[CH:5]=2)[NH:9][N:8]=1, predict the reactants needed to synthesize it. (5) Given the product [Br:27][CH:1]([C:4]1[N:13]([CH2:14][C:15]2[CH:16]=[CH:17][CH:18]=[CH:19][CH:20]=2)[C:12](=[O:21])[C:11]2[C:6](=[CH:7][CH:8]=[CH:9][CH:10]=2)[N:5]=1)[CH2:2][CH3:3], predict the reactants needed to synthesize it. The reactants are: [CH2:1]([C:4]1[N:13]([CH2:14][C:15]2[CH:20]=[CH:19][CH:18]=[CH:17][CH:16]=2)[C:12](=[O:21])[C:11]2[C:6](=[CH:7][CH:8]=[CH:9][CH:10]=2)[N:5]=1)[CH2:2][CH3:3].C([O-])(=O)C.[Na+].[Br:27]Br.O. (6) The reactants are: [N:1]1[CH:6]=[CH:5][CH:4]=[CH:3][C:2]=1[C:7]1[O:11][N:10]=[C:9]([C:12](F)=[O:13])[C:8]=1[C:15]([F:18])([F:17])[F:16].O[N:20]=[C:21]([C:23]1[CH:40]=[CH:39][C:26]([CH2:27][N:28]2[CH2:31][CH:30]([C:32]([O:34][C:35]([CH3:38])([CH3:37])[CH3:36])=[O:33])[CH2:29]2)=[CH:25][CH:24]=1)[NH2:22].N1C=CC=CC=1C1C(C(F)(F)F)=C(C2ON=C(C3C=CC(CN4CC(C(O)=O)C4)=CC=3)N=2)ON=1.N1C=CC=CC=1.[F-].C([N+](CCCC)(CCCC)CCCC)CCC.O1CCCC1. Given the product [C:35]([O:34][C:32]([CH:30]1[CH2:31][N:28]([CH2:27][C:26]2[CH:39]=[CH:40][C:23]([C:21]3[N:22]=[C:12]([C:9]4[C:8]([C:15]([F:18])([F:17])[F:16])=[C:7]([C:2]5[CH:3]=[CH:4][CH:5]=[CH:6][N:1]=5)[O:11][N:10]=4)[O:13][N:20]=3)=[CH:24][CH:25]=2)[CH2:29]1)=[O:33])([CH3:38])([CH3:36])[CH3:37], predict the reactants needed to synthesize it. (7) Given the product [IH:24].[NH2:7][CH2:8][CH2:9][C:10]([NH:11][C:12]1[CH:17]=[CH:16][CH:15]=[CH:14][N:13]=1)=[O:18], predict the reactants needed to synthesize it. The reactants are: C(OC(=O)[NH:7][CH2:8][CH2:9][C:10](=[O:18])[NH:11][C:12]1[CH:17]=[CH:16][CH:15]=[CH:14][N:13]=1)(C)(C)C.[Si]([I:24])(C)(C)C.CO.